From a dataset of Full USPTO retrosynthesis dataset with 1.9M reactions from patents (1976-2016). Predict the reactants needed to synthesize the given product. (1) The reactants are: [C:1]([Si:5]([CH3:28])([CH3:27])[O:6][C:7]1[CH:12]=[CH:11][C:10]([C:13]([C:18]2[S:22][C:21]([CH2:23][OH:24])=[C:20]([CH3:25])[CH:19]=2)([CH2:16][CH3:17])[CH2:14][CH3:15])=[CH:9][C:8]=1[CH3:26])([CH3:4])([CH3:3])[CH3:2].C(N(CC)CC)C.[C:36]1([CH3:46])[CH:41]=[CH:40][C:39]([S:42](Cl)(=[O:44])=[O:43])=[CH:38][CH:37]=1. Given the product [C:1]([Si:5]([CH3:28])([CH3:27])[O:6][C:7]1[CH:12]=[CH:11][C:10]([C:13]([C:18]2[S:22][C:21]([CH2:23][O:24][S:42]([C:39]3[CH:40]=[CH:41][C:36]([CH3:46])=[CH:37][CH:38]=3)(=[O:44])=[O:43])=[C:20]([CH3:25])[CH:19]=2)([CH2:16][CH3:17])[CH2:14][CH3:15])=[CH:9][C:8]=1[CH3:26])([CH3:2])([CH3:4])[CH3:3], predict the reactants needed to synthesize it. (2) Given the product [CH2:20]([O:27][CH2:28][C@H:29]1[CH2:34][N:33]([C:2]2[C:11]3[C:6](=[CH:7][C:8]([CH3:12])=[CH:9][CH:10]=3)[N:5]=[C:4]([C:13]3[CH:18]=[CH:17][CH:16]=[CH:15][C:14]=3[OH:19])[N:3]=2)[CH2:32][CH2:31][N:30]1[C:35]([O:37][C:38]([CH3:41])([CH3:40])[CH3:39])=[O:36])[C:21]1[CH:22]=[CH:23][CH:24]=[CH:25][CH:26]=1, predict the reactants needed to synthesize it. The reactants are: Cl[C:2]1[C:11]2[C:6](=[CH:7][C:8]([CH3:12])=[CH:9][CH:10]=2)[N:5]=[C:4]([C:13]2[CH:18]=[CH:17][CH:16]=[CH:15][C:14]=2[OH:19])[N:3]=1.[CH2:20]([O:27][CH2:28][C@H:29]1[CH2:34][NH:33][CH2:32][CH2:31][N:30]1[C:35]([O:37][C:38]([CH3:41])([CH3:40])[CH3:39])=[O:36])[C:21]1[CH:26]=[CH:25][CH:24]=[CH:23][CH:22]=1. (3) Given the product [OH:1][C:2]1[CH:10]=[CH:9][C:8]([C:11]([F:14])([F:13])[F:12])=[CH:7][C:3]=1[C:4]([NH:20][C:19]1[CH:21]=[C:22]([C:24]([F:25])([F:26])[F:27])[CH:23]=[C:17]([C:16]([F:15])([F:28])[F:29])[CH:18]=1)=[O:6], predict the reactants needed to synthesize it. The reactants are: [OH:1][C:2]1[CH:10]=[CH:9][C:8]([C:11]([F:14])([F:13])[F:12])=[CH:7][C:3]=1[C:4]([OH:6])=O.[F:15][C:16]([F:29])([F:28])[C:17]1[CH:18]=[C:19]([CH:21]=[C:22]([C:24]([F:27])([F:26])[F:25])[CH:23]=1)[NH2:20]. (4) Given the product [Cl:32][C:27]1[CH:26]=[C:25]([CH:30]=[CH:29][C:28]=1[Cl:31])[CH2:24][N:23]1[C:2](=[O:3])[NH:21][C:20]([C:19]2[CH:18]=[CH:17][C:16]([S:13]([NH:12][C:8]3[S:7][CH:11]=[CH:10][N:9]=3)(=[O:15])=[O:14])=[CH:34][CH:33]=2)=[N:22]1, predict the reactants needed to synthesize it. The reactants are: Cl[C:2](OCC)=[O:3].[S:7]1[CH:11]=[CH:10][N:9]=[C:8]1[NH:12][S:13]([C:16]1[CH:34]=[CH:33][C:19]([C:20]([NH:22][NH:23][CH2:24][C:25]2[CH:30]=[CH:29][C:28]([Cl:31])=[C:27]([Cl:32])[CH:26]=2)=[NH:21])=[CH:18][CH:17]=1)(=[O:15])=[O:14]. (5) Given the product [CH3:1][N:2]([CH2:22][CH:23]([CH3:26])[CH3:24])[CH:3]1[CH2:8][CH2:7][CH:6]([NH:9][C:10]2[C:21]3[C:20]4[CH2:19][CH2:18][CH2:17][C:16]=4[S:15][C:14]=3[N:13]=[CH:12][N:11]=2)[CH2:5][CH2:4]1, predict the reactants needed to synthesize it. The reactants are: [CH3:1][NH:2][CH:3]1[CH2:8][CH2:7][CH:6]([NH:9][C:10]2[C:21]3[C:20]4[CH2:19][CH2:18][CH2:17][C:16]=4[S:15][C:14]=3[N:13]=[CH:12][N:11]=2)[CH2:5][CH2:4]1.[CH3:22][CH:23]([CH3:26])[CH:24]=O.[BH3-]C#N.[Na+].